This data is from Forward reaction prediction with 1.9M reactions from USPTO patents (1976-2016). The task is: Predict the product of the given reaction. (1) Given the reactants C([O:8][N:9]1[C:15](=[O:16])[N:14]2[CH2:17][C@H:10]1[CH2:11][CH2:12][C@H:13]2[C:18]([NH:20][O:21][CH:22]1[CH2:27][CH2:26][N:25]([CH3:28])[CH2:24][CH2:23]1)=[O:19])C1C=CC=CC=1, predict the reaction product. The product is: [OH:8][N:9]1[C:15](=[O:16])[N:14]2[CH2:17][C@H:10]1[CH2:11][CH2:12][C@H:13]2[C:18]([NH:20][O:21][CH:22]1[CH2:27][CH2:26][N:25]([CH3:28])[CH2:24][CH2:23]1)=[O:19]. (2) Given the reactants [OH:1][CH2:2][CH2:3][N:4]([CH2:25][CH2:26][OH:27])[CH2:5][CH2:6][CH2:7][O:8][C:9]1[C:22]2[S:21][C:20]3[C:15](=[CH:16][CH:17]=[CH:18][CH:19]=3)[C:14](=[O:23])[C:13]=2[C:12]([Cl:24])=[CH:11][CH:10]=1.[CH2:28]([Br:35])[C:29]1[CH:34]=[CH:33][CH:32]=[CH:31][CH:30]=1, predict the reaction product. The product is: [Br-:35].[CH2:28]([N+:4]([CH2:5][CH2:6][CH2:7][O:8][C:9]1[C:22]2[S:21][C:20]3[C:15](=[CH:16][CH:17]=[CH:18][CH:19]=3)[C:14](=[O:23])[C:13]=2[C:12]([Cl:24])=[CH:11][CH:10]=1)([CH2:25][CH2:26][OH:27])[CH2:3][CH2:2][OH:1])[C:29]1[CH:34]=[CH:33][CH:32]=[CH:31][CH:30]=1. (3) Given the reactants [CH2:1]([Mg]Cl)[C:2]1[CH:7]=[CH:6][CH:5]=[CH:4][CH:3]=1.[Cl:10][C:11]1[CH:12]=[C:13]([NH:19][C:20](=[O:29])[C:21](=[O:28])[CH:22]2[CH2:27][CH2:26][CH2:25][CH2:24][CH2:23]2)[CH:14]=[CH:15][C:16]=1[C:17]#[N:18], predict the reaction product. The product is: [Cl:10][C:11]1[CH:12]=[C:13]([NH:19][C:20](=[O:29])[C:21]([OH:28])([CH:22]2[CH2:23][CH2:24][CH2:25][CH2:26][CH2:27]2)[CH2:1][C:2]2[CH:7]=[CH:6][CH:5]=[CH:4][CH:3]=2)[CH:14]=[CH:15][C:16]=1[C:17]#[N:18]. (4) The product is: [Br:14][C:2]1[N:7]=[C:6]2[N:8]=[C:9]([CH2:11][CH3:12])[NH:10][C:5]2=[C:4]([CH3:13])[CH:3]=1. Given the reactants Cl[C:2]1[N:7]=[C:6]2[N:8]=[C:9]([CH2:11][CH3:12])[NH:10][C:5]2=[C:4]([CH3:13])[CH:3]=1.[BrH:14].CC(O)=O.[NH4+].[OH-].Br, predict the reaction product. (5) The product is: [CH3:12][C:13]1[CH:18]=[C:17]([B:19]([OH:23])[OH:20])[CH:16]=[C:15]([NH:28][C:29]2[N:34]=[C:33]([C:35]([F:37])([F:38])[F:36])[CH:32]=[CH:31][N:30]=2)[CH:14]=1. Given the reactants C([O-])(=O)C.[NH4+].I([O-])(=O)(=O)=O.[Na+].[CH3:12][C:13]1[CH:14]=[C:15]([NH:28][C:29]2[N:34]=[C:33]([C:35]([F:38])([F:37])[F:36])[CH:32]=[CH:31][N:30]=2)[CH:16]=[C:17]([B:19]2[O:23]C(C)(C)C(C)(C)[O:20]2)[CH:18]=1, predict the reaction product. (6) Given the reactants [F:1][C:2]1[CH:9]=[C:8]([NH:10][C:11]2[CH:20]=[CH:19][C:18]3[C:17]4[C:21]5[NH:28][CH2:27][C@@H:26]([CH3:29])[NH:25][C:24](=[O:30])[C:22]=5[S:23][C:16]=4[CH:15]=[CH:14][C:13]=3[N:12]=2)[C:5]([C:6]#[N:7])=[CH:4][N:3]=1.[OH:31]S(O)(=O)=O, predict the reaction product. The product is: [F:1][C:2]1[CH:9]=[C:8]([NH:10][C:11]2[CH:20]=[CH:19][C:18]3[C:17]4[C:21]5[NH:28][CH2:27][C@@H:26]([CH3:29])[NH:25][C:24](=[O:30])[C:22]=5[S:23][C:16]=4[CH:15]=[CH:14][C:13]=3[N:12]=2)[C:5]([C:6]([NH2:7])=[O:31])=[CH:4][N:3]=1.